This data is from Cav3 T-type calcium channel HTS with 100,875 compounds. The task is: Binary Classification. Given a drug SMILES string, predict its activity (active/inactive) in a high-throughput screening assay against a specified biological target. (1) The compound is S1C=2N(C(=O)C(N2)(NC(=O)c2ccc(cc2)C)C(F)(F)F)CC1. The result is 0 (inactive). (2) The drug is O=C(NCCCc1n(Cc2c(ccc(c2)C)C)c2c(n1)cccc2)c1cc(OC)c(OC)c(OC)c1. The result is 0 (inactive). (3) The drug is S(CC(=O)NCC1OCCC1)c1nc(nc2c1cccc2CC)c1ccc(F)cc1. The result is 0 (inactive). (4) The molecule is S(=O)(=O)(N(CC(=O)Nc1c(OC)ccc(OC)c1)c1c(OCC)cccc1)C. The result is 0 (inactive). (5) The drug is S(=O)(=O)(N1CCN(CC1)C)c1c(OC)ccc(c1)C(=O)Nc1cc2OCOc2cc1C#N. The result is 0 (inactive). (6) The compound is S(=O)(=O)(N(CC(=O)N1CCC(CC1)C(OCC)=O)c1cc(OC)ccc1)c1ccccc1. The result is 0 (inactive).